This data is from Full USPTO retrosynthesis dataset with 1.9M reactions from patents (1976-2016). The task is: Predict the reactants needed to synthesize the given product. Given the product [C:1]([O:4][CH:5]1[C:9]2=[N:10][C:11]([O:15][CH2:16][C:17]3[CH:22]=[CH:21][CH:20]=[CH:19][N:18]=3)=[CH:12][C:13]([C:27]3[CH:28]=[N:23][CH:24]=[N:25][CH:26]=3)=[C:8]2[CH2:7][CH2:6]1)(=[O:3])[CH3:2], predict the reactants needed to synthesize it. The reactants are: [C:1]([O:4][CH:5]1[C:9]2=[N:10][C:11]([O:15][CH2:16][C:17]3[CH:22]=[CH:21][CH:20]=[CH:19][N:18]=3)=[CH:12][C:13](Cl)=[C:8]2[CH2:7][CH2:6]1)(=[O:3])[CH3:2].[N:23]1[CH:28]=[C:27](B(O)O)[CH:26]=[N:25][CH:24]=1.